From a dataset of Human liver microsome stability data. Regression/Classification. Given a drug SMILES string, predict its absorption, distribution, metabolism, or excretion properties. Task type varies by dataset: regression for continuous measurements (e.g., permeability, clearance, half-life) or binary classification for categorical outcomes (e.g., BBB penetration, CYP inhibition). Dataset: hlm. The molecule is O=C(Nc1ccc(F)c(-c2nc3ncccc3o2)c1)c1ccoc1. The result is 1 (stable in human liver microsomes).